This data is from Full USPTO retrosynthesis dataset with 1.9M reactions from patents (1976-2016). The task is: Predict the reactants needed to synthesize the given product. (1) Given the product [N:29]1([CH2:28][CH2:27][C:17]2[C:18]3[C:23](=[C:22]([Cl:26])[CH:21]=[CH:20][CH:19]=3)[CH:24]=[CH:25][C:16]=2[C:14]([C:4]2[CH:5]=[CH:6][C:7]3[C:12](=[CH:11][CH:10]=[CH:9][C:8]=3[Cl:13])[C:3]=2[CH2:1][CH2:2][N:29]2[CH2:34][CH2:33][CH2:32][CH2:31][CH2:30]2)=[O:15])[CH2:34][CH2:33][CH2:32][CH2:31][CH2:30]1, predict the reactants needed to synthesize it. The reactants are: [CH:1]([C:3]1[C:12]2[C:7](=[C:8]([Cl:13])[CH:9]=[CH:10][CH:11]=2)[CH:6]=[CH:5][C:4]=1[C:14]([C:16]1[CH:25]=[CH:24][C:23]2[C:18](=[CH:19][CH:20]=[CH:21][C:22]=2[Cl:26])[C:17]=1[CH:27]=[CH2:28])=[O:15])=[CH2:2].[NH:29]1[CH2:34][CH2:33][CH2:32][CH2:31][CH2:30]1. (2) The reactants are: C(O[C:4](=[O:6])C)=O.C(O)=O.[C@H:10]1([NH2:20])[C:19]2[C:14](=[CH:15][CH:16]=[CH:17][CH:18]=2)[CH2:13][CH2:12][CH2:11]1. Given the product [C@H:10]1([NH:20][CH:4]=[O:6])[C:19]2[C:14](=[CH:15][CH:16]=[CH:17][CH:18]=2)[CH2:13][CH2:12][CH2:11]1, predict the reactants needed to synthesize it. (3) Given the product [Br:20][C:21]1[CH:35]=[CH:34][CH:33]=[C:32]([F:36])[C:22]=1[C:23]1[O:30][CH:27]=[CH:26][N:25]=1, predict the reactants needed to synthesize it. The reactants are: O=P12OP3(OP(OP(O3)(O1)=O)(=O)O2)=O.CS(O)(=O)=O.[Br:20][C:21]1[CH:35]=[CH:34][CH:33]=[C:32]([F:36])[C:22]=1[C:23]([NH:25][CH2:26][CH:27]([O:30]C)OC)=O.C([O-])(O)=O.[Na+]. (4) Given the product [C:1]1([CH2:7][N:8]2[CH2:12][CH2:11][C@@H:10]([NH:13][C:14](=[O:16])[CH3:15])[CH2:9]2)[CH:2]=[CH:3][CH:4]=[CH:5][CH:6]=1, predict the reactants needed to synthesize it. The reactants are: [C:1]1([CH2:7][N:8]2[CH2:12][CH2:11][C@@H:10]([NH2:13])[CH2:9]2)[CH:6]=[CH:5][CH:4]=[CH:3][CH:2]=1.[C:14](OC(=O)C)(=[O:16])[CH3:15]. (5) Given the product [CH2:1]([O:3][C:4]([CH:6]1[CH2:9][C:8]([OH:10])([C:11]2[CH:16]=[CH:15][C:14]([CH:17]=[N:31][OH:24])=[CH:13][CH:12]=2)[CH2:7]1)=[O:5])[CH3:2], predict the reactants needed to synthesize it. The reactants are: [CH2:1]([O:3][C:4]([CH:6]1[CH2:9][C:8]([C:11]2[CH:16]=[CH:15][C:14]([CH:17](OCC)OCC)=[CH:13][CH:12]=2)([OH:10])[CH2:7]1)=[O:5])[CH3:2].[OH2:24].C([O-])(=O)C.[Na+].Cl.[NH2:31]O. (6) Given the product [Cl:1][C:2]1[N:3]=[C:4]([CH2:14][N:15]2[C:23](=[O:24])[C:22]3[C:17](=[CH:18][CH:19]=[CH:20][CH:21]=3)[C:16]2=[O:25])[C:5]([C:9]([O:11][CH2:12][CH3:13])=[O:10])=[C:6]([NH:26][C:27]2[CH:28]=[C:29]([CH3:33])[CH:30]=[CH:31][CH:32]=2)[N:7]=1, predict the reactants needed to synthesize it. The reactants are: [Cl:1][C:2]1[N:7]=[C:6](Cl)[C:5]([C:9]([O:11][CH2:12][CH3:13])=[O:10])=[C:4]([CH2:14][N:15]2[C:23](=[O:24])[C:22]3[C:17](=[CH:18][CH:19]=[CH:20][CH:21]=3)[C:16]2=[O:25])[N:3]=1.[NH2:26][C:27]1[CH:32]=[CH:31][CH:30]=[C:29]([CH3:33])[CH:28]=1.C(N(CC)C(C)C)(C)C.C([O-])(O)=O.[Na+]. (7) Given the product [F:24][C:25]1[CH:30]=[C:29]([F:31])[CH:28]=[CH:27][C:26]=1[S:32]([NH:23][C:19]1[CH:20]=[N:21][CH:22]=[C:17]([C:14]2[CH:15]=[C:16]3[C:11](=[CH:12][CH:13]=2)[N:10]=[CH:9][CH:8]=[C:7]3[C:4]2[CH:3]=[CH:2][N:1]=[CH:6][CH:5]=2)[CH:18]=1)(=[O:34])=[O:33], predict the reactants needed to synthesize it. The reactants are: [N:1]1[CH:6]=[CH:5][C:4]([C:7]2[C:16]3[C:11](=[CH:12][CH:13]=[C:14]([C:17]4[CH:18]=[C:19]([NH2:23])[CH:20]=[N:21][CH:22]=4)[CH:15]=3)[N:10]=[CH:9][CH:8]=2)=[CH:3][CH:2]=1.[F:24][C:25]1[CH:30]=[C:29]([F:31])[CH:28]=[CH:27][C:26]=1[S:32](Cl)(=[O:34])=[O:33].